Dataset: Full USPTO retrosynthesis dataset with 1.9M reactions from patents (1976-2016). Task: Predict the reactants needed to synthesize the given product. Given the product [N:1]([C:2]1[C:11]([C:12]2[CH:17]=[CH:16][C:15]([Cl:18])=[CH:14][CH:13]=2)=[N:10][C:9]([Br:19])=[CH:8][C:3]=1[C:4]([O:6][CH3:7])=[O:5])=[N+:24]=[N-:25], predict the reactants needed to synthesize it. The reactants are: [NH2:1][C:2]1[C:11]([C:12]2[CH:17]=[CH:16][C:15]([Cl:18])=[CH:14][CH:13]=2)=[N:10][C:9]([Br:19])=[CH:8][C:3]=1[C:4]([O:6][CH3:7])=[O:5].N([O-])=O.[Na+].[N-:24]=[N+:25]=[N-].[Na+].CCOCC.